Predict the reaction yield, written as a fraction of the theoretical maximum amount of product (1.0 means a 100% yield; for example, 0.34 means a 34% yield). From a dataset of Reaction yield outcomes from USPTO patents with 853,638 reactions. (1) The reactants are [N:1]1[CH:6]=[CH:5][C:4]([C:7]2([OH:17])[CH2:16][CH2:15][C:10]3([O:14][CH2:13][CH2:12][O:11]3)[CH2:9][CH2:8]2)=[CH:3][CH:2]=1.C1C=C(Cl)C=C(C(OO)=[O:26])C=1. The catalyst is C(Cl)Cl. The product is [O-:26][N+:1]1[CH:2]=[CH:3][C:4]([C:7]2([OH:17])[CH2:8][CH2:9][C:10]3([O:14][CH2:13][CH2:12][O:11]3)[CH2:15][CH2:16]2)=[CH:5][CH:6]=1. The yield is 0.980. (2) The reactants are I[C:2]1[CH:7]=[C:6]([N+:8]([O-:10])=[O:9])[CH:5]=[CH:4][C:3]=1[OH:11].N1CCC[C@H]1CO.C1(P(C2C=CC=CC=2)C2C=CC=CC=2)C=CC=CC=1.[C:38]([C:40]1[CH:45]=[CH:44][CH:43]=[CH:42][CH:41]=1)#[CH:39]. The catalyst is [Pd].O.[Cu](I)I.C(OCC)(=O)C. The product is [N+:8]([C:6]1[CH:5]=[CH:4][C:3]2[O:11][C:38]([C:40]3[CH:45]=[CH:44][CH:43]=[CH:42][CH:41]=3)=[CH:39][C:2]=2[CH:7]=1)([O-:10])=[O:9]. The yield is 0.300.